The task is: Predict the product of the given reaction.. This data is from Forward reaction prediction with 1.9M reactions from USPTO patents (1976-2016). (1) The product is: [CH:23]1[C:24]2[C:28]3[CH:29]=[CH:30][CH:31]=[CH:32][C:27]=3[S:26][C:25]=2[C:20]([C:4]2[CH:3]=[C:2]([B:41]3[O:42][C:43]([CH3:48])([CH3:49])[C:44]([CH3:46])([CH3:47])[O:45]3)[CH:7]=[C:6]([C:8]3[CH:13]=[CH:12][C:11]([C:14]4[CH:19]=[CH:18][CH:17]=[CH:16][CH:15]=4)=[CH:10][CH:9]=3)[CH:5]=2)=[CH:21][CH:22]=1. Given the reactants Cl[C:2]1[CH:3]=[C:4]([C:20]2[C:25]3[S:26][C:27]4[CH:32]=[CH:31][CH:30]=[CH:29][C:28]=4[C:24]=3[CH:23]=[CH:22][CH:21]=2)[CH:5]=[C:6]([C:8]2[CH:13]=[CH:12][C:11]([C:14]3[CH:19]=[CH:18][CH:17]=[CH:16][CH:15]=3)=[CH:10][CH:9]=2)[CH:7]=1.[CH3:48][C:43]1([CH3:49])[C:44]([CH3:47])([CH3:46])[O:45][B:41]([B:41]2[O:45][C:44]([CH3:47])([CH3:46])[C:43]([CH3:49])([CH3:48])[O:42]2)[O:42]1.C([O-])(=O)C.[K+].COC1C=CC=C(OC)C=1C1C=CC=CC=1P(C1CCCCC1)C1CCCCC1, predict the reaction product. (2) Given the reactants [CH3:1][Mg]Cl.[CH3:4][C:5](=[O:26])[C@@H:6]1[C@:23]2([CH3:24])[C@H:9]([C@H:10]3[C@H:20]([CH2:21][CH2:22]2)[C@:18]2([CH3:19])[C@H:13]([CH2:14][C:15](=[O:25])[CH2:16][CH2:17]2)[CH2:12][CH2:11]3)[CH2:8][CH2:7]1, predict the reaction product. The product is: [CH3:4][C:5]([C@@H:6]1[C@@:23]2([CH3:24])[CH2:22][CH2:21][C@@H:20]3[C@@:18]4([CH3:19])[CH2:17][CH2:16][C@:15]([OH:25])([CH3:1])[CH2:14][C@@H:13]4[CH2:12][CH2:11][C@H:10]3[C@@H:9]2[CH2:8][CH2:7]1)=[O:26]. (3) The product is: [CH:32]1([C:35]2[C:36]([O:49][CH2:50][C@@H:51]3[CH2:56][CH2:55][C@@H:54]([CH3:57])[N:53]([C@H:58]([C:60]4[CH:65]=[C:64]([Cl:66])[CH:63]=[C:62]([Cl:67])[CH:61]=4)[CH3:59])[CH2:52]3)=[CH:37][C:38]([F:48])=[C:39]([CH:47]=2)[C:40]([OH:42])=[O:41])[CH2:34][CH2:33]1. Given the reactants C(OC(C1C(F)=CC(O[C@@H]2CCCN(C(OC(C)(C)C)=O)C2)=C(C2CC2)C=1)=O)(C)(C)C.[CH:32]1([C:35]2[C:36]([O:49][CH2:50][C@@H:51]3[CH2:56][CH2:55][C@@H:54]([CH3:57])[N:53]([C@H:58]([C:60]4[CH:65]=[C:64]([Cl:66])[CH:63]=[C:62]([Cl:67])[CH:61]=4)[CH3:59])[CH2:52]3)=[CH:37][C:38]([F:48])=[C:39]([CH:47]=2)[C:40]([O:42]C(C)(C)C)=[O:41])[CH2:34][CH2:33]1, predict the reaction product. (4) Given the reactants [N:1]1[C:5]2[CH:6]=[CH:7][CH:8]=[CH:9][C:4]=2[NH:3][C:2]=1[CH2:10][C:11]#[N:12].[C:13]([O:21][CH2:22][C:23](=O)[CH:24]([C:30]1[CH:35]=[CH:34][CH:33]=[CH:32][CH:31]=1)[C:25](OCC)=[O:26])(=[O:20])[C:14]1[CH:19]=[CH:18][CH:17]=[CH:16][CH:15]=1.C([O-])(=O)C.[NH4+].O, predict the reaction product. The product is: [C:13]([O:21][CH2:22][C:23]1[C:24]([C:30]2[CH:35]=[CH:34][CH:33]=[CH:32][CH:31]=2)=[C:25]([OH:26])[N:3]2[C:2](=[N:1][C:5]3[CH:6]=[CH:7][CH:8]=[CH:9][C:4]=32)[C:10]=1[C:11]#[N:12])(=[O:20])[C:14]1[CH:15]=[CH:16][CH:17]=[CH:18][CH:19]=1. (5) Given the reactants [NH2:1][C:2]1[CH:11]=[CH:10][C:5]2[NH:6][C:7](=[O:9])[O:8][C:4]=2[CH:3]=1.Cl[CH2:13][C:14]([N:16]1[CH2:21][CH2:20][CH:19]([CH2:22][C:23]2[CH:28]=[CH:27][CH:26]=[CH:25][CH:24]=2)[CH2:18][CH2:17]1)=[O:15], predict the reaction product. The product is: [CH2:22]([CH:19]1[CH2:18][CH2:17][N:16]([C:14](=[O:15])[CH2:13][NH:1][C:2]2[CH:11]=[CH:10][C:5]3[NH:6][C:7](=[O:9])[O:8][C:4]=3[CH:3]=2)[CH2:21][CH2:20]1)[C:23]1[CH:28]=[CH:27][CH:26]=[CH:25][CH:24]=1. (6) Given the reactants [H-].[Na+].[Br:3][C:4]1[CH:5]=[N:6][C:7]([OH:10])=[N:8][CH:9]=1.[C:11]([O:15][C:16](=[O:19])[CH2:17]Br)([CH3:14])([CH3:13])[CH3:12].O, predict the reaction product. The product is: [C:11]([O:15][C:16](=[O:19])[CH2:17][O:10][C:7]1[N:8]=[CH:9][C:4]([Br:3])=[CH:5][N:6]=1)([CH3:14])([CH3:13])[CH3:12]. (7) Given the reactants ClC1N=C2C(N=C(C3([F:16])COC3)N2C)=C(N2CCOC[C@@H]2C)N=1.[Cl:24][C:25]1[N:33]=[C:32]2[C:28]([N:29]=[C:30]([C:36]3(O)[CH2:41][CH2:40][O:39][CH2:38][CH2:37]3)[N:31]2[CH2:34][CH3:35])=[C:27]([N:43]2[CH2:48][CH2:47][O:46][CH2:45][C@@H:44]2[CH3:49])[N:26]=1, predict the reaction product. The product is: [Cl:24][C:25]1[N:33]=[C:32]2[C:28]([N:29]=[C:30]([C:36]3([F:16])[CH2:41][CH2:40][O:39][CH2:38][CH2:37]3)[N:31]2[CH2:34][CH3:35])=[C:27]([N:43]2[CH2:48][CH2:47][O:46][CH2:45][C@@H:44]2[CH3:49])[N:26]=1.